This data is from Forward reaction prediction with 1.9M reactions from USPTO patents (1976-2016). The task is: Predict the product of the given reaction. (1) Given the reactants [NH2:1][C:2]1[CH:3]=[C:4]([C:8](=[O:10])[CH3:9])[CH:5]=[CH:6][CH:7]=1.[NH2:11][C:12]1[N:17]=[C:16](Cl)[CH:15]=[C:14]([CH3:19])[N:13]=1.Cl.[OH-].[K+], predict the reaction product. The product is: [C:8]([C:4]1[CH:3]=[C:2]([NH:1][C:16]2[CH:15]=[C:14]([CH3:19])[N:13]=[C:12]([NH2:11])[N:17]=2)[CH:7]=[CH:6][CH:5]=1)(=[O:10])[CH3:9]. (2) The product is: [Cl:1][C:2]1[C:3]([N:12]2[CH2:17][CH2:16][N:15]([CH2:18][C:19]3[N:23]=[C:22]([CH3:24])[O:21][N:20]=3)[CH2:14][CH2:13]2)=[C:4]2[N:9]=[C:31]([C:29]3[C:28]([CH3:33])=[N:27][N:26]([CH3:25])[CH:30]=3)[NH:8][C:5]2=[N:6][CH:7]=1. Given the reactants [Cl:1][C:2]1[C:3]([N:12]2[CH2:17][CH2:16][N:15]([CH2:18][C:19]3[N:23]=[C:22]([CH3:24])[O:21][N:20]=3)[CH2:14][CH2:13]2)=[C:4]([N+:9]([O-])=O)[C:5]([NH2:8])=[N:6][CH:7]=1.[CH3:25][N:26]1[CH:30]=[C:29]([CH:31]=O)[C:28]([CH3:33])=[N:27]1.[O-]S(S([O-])=O)=O.[Na+].[Na+], predict the reaction product. (3) Given the reactants [CH3:1][O:2][C:3]1[CH:4]=[CH:5][CH:6]=[C:7]2[C:11]=1[C:10](=[O:12])[NH:9][C:8]2([CH3:14])[CH3:13].[H-].[Na+].CI.O.[C:20](C#N)(C)=O, predict the reaction product. The product is: [CH3:1][O:2][C:3]1[CH:4]=[CH:5][CH:6]=[C:7]2[C:11]=1[C:10](=[O:12])[N:9]([CH3:20])[C:8]2([CH3:14])[CH3:13]. (4) Given the reactants [Cl:1][CH:2]([C:14]1[CH:19]=[CH:18][CH:17]=[CH:16][CH:15]=1)[C:3]([C:5]1[C:13]2[C:8](=[CH:9][CH:10]=[CH:11][CH:12]=2)[NH:7][CH:6]=1)=[O:4].Br[CH2:21][CH2:22][O:23][CH3:24].[C:25](=[O:28])([O-])[O-].[K+].[K+], predict the reaction product. The product is: [Cl:1][CH:2]([C:14]1[CH:19]=[CH:18][CH:17]=[CH:16][CH:15]=1)[C:3]([C:5]1[C:13]2[C:8](=[CH:9][CH:10]=[CH:11][CH:12]=2)[N:7]([CH2:21][CH2:22][O:23][CH3:24])[CH:6]=1)=[O:4].[CH3:24][O:23][CH2:22][CH2:21][N:7]1[C:8]2[C:13](=[CH:12][CH:11]=[CH:10][CH:9]=2)[C:5]([C:3](=[O:4])[CH:2]([NH:7][C:8]2[CH:13]=[CH:12][CH:11]=[C:10]([O:28][CH3:25])[CH:9]=2)[C:14]2[CH:19]=[CH:18][CH:17]=[CH:16][CH:15]=2)=[CH:6]1. (5) Given the reactants FC(F)(F)S(O[C:7]1[CH:12]=[CH:11][C:10]([C:13]2[CH:17]=[C:16]([C:18]([NH:20][CH2:21][CH2:22][N:23]3[CH2:28][CH2:27][O:26][CH2:25][CH2:24]3)=[O:19])[S:15][CH:14]=2)=[CH:9][CH:8]=1)(=O)=O.[CH3:31][O:32][C:33]([C:35]1[CH:36]=[C:37](B(O)O)[CH:38]=[CH:39][CH:40]=1)=[O:34].C(C1C=CC(B(O)O)=CC=1)(C)C, predict the reaction product. The product is: [N:23]1([CH2:22][CH2:21][NH:20][C:18]([C:16]2[S:15][CH:14]=[C:13]([C:10]3[CH:11]=[CH:12][C:7]([C:39]4[CH:38]=[CH:37][CH:36]=[C:35]([C:33]([O:32][CH3:31])=[O:34])[CH:40]=4)=[CH:8][CH:9]=3)[CH:17]=2)=[O:19])[CH2:28][CH2:27][O:26][CH2:25][CH2:24]1. (6) Given the reactants [C:1]([C@@H:3]([NH:23][C:24]([C:26]1([NH:32]C(=O)OC(C)(C)C)[CH2:31][CH2:30][O:29][CH2:28][CH2:27]1)=[O:25])[CH2:4][C:5]1[CH:10]=[CH:9][C:8]([C:11]2[CH:12]=[CH:13][C:14]3[N:19]([CH3:20])[C:18](=[O:21])[CH2:17][S:16][C:15]=3[CH:22]=2)=[CH:7][CH:6]=1)#[N:2], predict the reaction product. The product is: [NH2:32][C:26]1([C:24]([NH:23][C@H:3]([C:1]#[N:2])[CH2:4][C:5]2[CH:6]=[CH:7][C:8]([C:11]3[CH:12]=[CH:13][C:14]4[N:19]([CH3:20])[C:18](=[O:21])[CH2:17][S:16][C:15]=4[CH:22]=3)=[CH:9][CH:10]=2)=[O:25])[CH2:27][CH2:28][O:29][CH2:30][CH2:31]1.